From a dataset of Peptide-MHC class I binding affinity with 185,985 pairs from IEDB/IMGT. Regression. Given a peptide amino acid sequence and an MHC pseudo amino acid sequence, predict their binding affinity value. This is MHC class I binding data. (1) The peptide sequence is KSLYDEHIK. The MHC is HLA-A68:01 with pseudo-sequence HLA-A68:01. The binding affinity (normalized) is 0.149. (2) The peptide sequence is SESTIDIIL. The MHC is HLA-A11:01 with pseudo-sequence HLA-A11:01. The binding affinity (normalized) is 0.0847.